From a dataset of Reaction yield outcomes from USPTO patents with 853,638 reactions. Predict the reaction yield, written as a fraction of the theoretical maximum amount of product (1.0 means a 100% yield; for example, 0.34 means a 34% yield). (1) The reactants are [NH2:1][C:2]1[CH:7]=[CH:6][CH:5]=[CH:4][C:3]=1[NH:8][C:9](=[O:27])[CH2:10][C:11]1[N:12]=[C:13]([NH:16][C:17](=[O:26])[O:18][CH2:19][C:20]2[CH:25]=[CH:24][N:23]=[CH:22][CH:21]=2)[S:14][CH:15]=1.[C:28]([C:30]1[CH:35]=[CH:34][C:33]([N:36]=[C:37]=[O:38])=[CH:32][CH:31]=1)#[N:29]. The catalyst is C1COCC1. The product is [N:23]1[CH:22]=[CH:21][C:20]([CH2:19][O:18][C:17](=[O:26])[NH:16][C:13]2[S:14][CH:15]=[C:11]([CH2:10][C:9]([NH:8][C:3]3[CH:4]=[CH:5][CH:6]=[CH:7][C:2]=3[NH:1][C:37]([NH:36][C:33]3[CH:34]=[CH:35][C:30]([C:28]#[N:29])=[CH:31][CH:32]=3)=[O:38])=[O:27])[N:12]=2)=[CH:25][CH:24]=1. The yield is 0.900. (2) The reactants are [O:1]=[C:2]1[NH:7][C:6]2[CH:8]=[C:9]([C:12](OC)=[O:13])[CH:10]=[N:11][C:5]=2[N:4]2[CH2:16][CH2:17][CH2:18][C@@H:3]12.[H-].[Na+].[H-].[H-].[H-].[H-].[Li+].[Al+3]. The catalyst is C1COCC1. The product is [OH:13][CH2:12][C:9]1[CH:10]=[N:11][C:5]2[N:4]3[CH2:16][CH2:17][CH2:18][C@H:3]3[C:2](=[O:1])[NH:7][C:6]=2[CH:8]=1. The yield is 0.740. (3) The reactants are [Li][CH2:2]CCC.[Si:6]([O:13][CH:14]1[CH2:19][CH2:18][CH:17]([C:20]([O:22][CH3:23])=[O:21])[CH2:16][CH2:15]1)([C:9]([CH3:12])([CH3:11])[CH3:10])([CH3:8])[CH3:7].CI. The catalyst is C1COCC1. The product is [Si:6]([O:13][CH:14]1[CH2:15][CH2:16][C:17]([CH3:2])([C:20]([O:22][CH3:23])=[O:21])[CH2:18][CH2:19]1)([C:9]([CH3:12])([CH3:11])[CH3:10])([CH3:7])[CH3:8]. The yield is 0.870. (4) The reactants are [S:1]1[C:5]2[CH:6]=[CH:7][CH:8]=[C:9]([CH2:10][N:11]([CH2:44][CH:45](OCC)OCC)[C:12]([CH:14]([NH:27][C:28](=[O:43])[CH2:29][CH:30]([NH:32][C:33]([NH:35][CH2:36][C:37]3[CH:42]=[CH:41][CH:40]=[CH:39][CH:38]=3)=[O:34])[CH3:31])[CH2:15][C:16]3[CH:21]=[CH:20][C:19]([O:22]C(C)(C)C)=[CH:18][CH:17]=3)=[O:13])[C:4]=2[N:3]=[CH:2]1. The catalyst is C(O)=O. The product is [CH2:36]([NH:35][C:33]([N:32]1[CH:30]([CH3:31])[CH2:29][C:28](=[O:43])[N:27]2[CH:14]([CH2:15][C:16]3[CH:17]=[CH:18][C:19]([OH:22])=[CH:20][CH:21]=3)[C:12](=[O:13])[N:11]([CH2:10][C:9]3[C:4]4[N:3]=[CH:2][S:1][C:5]=4[CH:6]=[CH:7][CH:8]=3)[CH2:44][CH:45]12)=[O:34])[C:37]1[CH:42]=[CH:41][CH:40]=[CH:39][CH:38]=1. The yield is 0.320. (5) The catalyst is CCCCO. The reactants are [Br:1][C:2]1[C:3](F)=[C:4]2[C:10]([NH:11][C:12](=[O:17])[C:13]([CH3:16])([CH3:15])[CH3:14])=[CH:9][NH:8][C:5]2=[N:6][CH:7]=1.[NH:19]1[CH2:24][CH2:23][CH2:22][C@@H:21]([NH:25]C(=O)OC(C)(C)C)[CH2:20]1.C(O)(C(F)(F)F)=O.C(Cl)[Cl:41]. The product is [ClH:41].[NH2:25][C@@H:21]1[CH2:22][CH2:23][CH2:24][N:19]([C:3]2[C:2]([Br:1])=[CH:7][N:6]=[C:5]3[NH:8][CH:9]=[C:10]([NH:11][C:12](=[O:17])[C:13]([CH3:16])([CH3:15])[CH3:14])[C:4]=23)[CH2:20]1. The yield is 0.320.